This data is from Full USPTO retrosynthesis dataset with 1.9M reactions from patents (1976-2016). The task is: Predict the reactants needed to synthesize the given product. Given the product [Cl:27][C:24]1[CH:23]=[CH:22][C:21]([N:14]2[C:13](=[O:28])[C:12]3[C:17](=[C:8]4[CH:7]([CH:29]([CH3:30])[CH3:31])[CH2:6][CH2:5][NH:4][C:9]4=[CH:10][CH:11]=3)[N:16]=[C:15]2[CH:18]([CH3:20])[CH3:19])=[CH:26][CH:25]=1, predict the reactants needed to synthesize it. The reactants are: C([N:4]1[C:9]2=[CH:10][CH:11]=[C:12]3[C:17]([N:16]=[C:15]([CH:18]([CH3:20])[CH3:19])[N:14]([C:21]4[CH:26]=[CH:25][C:24]([Cl:27])=[CH:23][CH:22]=4)[C:13]3=[O:28])=[C:8]2[CH:7]([CH:29]([CH3:31])[CH3:30])[CH2:6][CH2:5]1)(=O)C.[OH-].[K+].